This data is from Full USPTO retrosynthesis dataset with 1.9M reactions from patents (1976-2016). The task is: Predict the reactants needed to synthesize the given product. (1) Given the product [CH3:16][N:5]1[CH:4]=[C:3]2[C:7]([CH:8]=[C:9]([C:11]([O:13][CH2:14][CH3:15])=[O:12])[CH:10]=[C:2]2[O:1][S:28]([C:27]([F:46])([F:45])[F:26])(=[O:30])=[O:29])=[N:6]1, predict the reactants needed to synthesize it. The reactants are: [OH:1][C:2]1[C:3]2[C:7]([CH:8]=[C:9]([C:11]([O:13][CH2:14][CH3:15])=[O:12])[CH:10]=1)=[N:6][N:5]([CH3:16])[CH:4]=2.C(N(CC)C(C)C)(C)C.[F:26][C:27]([F:46])([F:45])[S:28](N(C1C=CC=CC=1)[S:28]([C:27]([F:46])([F:45])[F:26])(=[O:30])=[O:29])(=[O:30])=[O:29]. (2) Given the product [CH:12]1([NH:18][C:19]([N:7]2[C:6](=[O:9])[C:5]3[CH:10]=[CH:11][C:2]([Cl:1])=[CH:3][C:4]=3[S:8]2)=[O:20])[CH2:17][CH2:16][CH2:15][CH2:14][CH2:13]1, predict the reactants needed to synthesize it. The reactants are: [Cl:1][C:2]1[CH:11]=[CH:10][C:5]2[C:6](=[O:9])[NH:7][S:8][C:4]=2[CH:3]=1.[CH:12]1([N:18]=[C:19]=[O:20])[CH2:17][CH2:16][CH2:15][CH2:14][CH2:13]1. (3) Given the product [CH:19]([N:3]1[CH:4]=[CH:5][C:6]([C:8]([O:10][CH3:11])=[O:9])=[CH:7][C:2]1=[O:1])([CH3:21])[CH3:20], predict the reactants needed to synthesize it. The reactants are: [O:1]=[C:2]1[CH:7]=[C:6]([C:8]([O:10][CH3:11])=[O:9])[CH:5]=[CH:4][NH:3]1.C([O-])([O-])=O.[K+].[K+].I[CH:19]([CH3:21])[CH3:20]. (4) Given the product [C:20]([NH:19][C:16]1[CH:17]=[CH:18][C:13]([O:12][C:10]2[CH:9]=[CH:8][C:7]([NH:28][S:41]([C:38]3[CH:39]=[CH:40][C:35]([O:34][CH2:30][CH2:31][CH2:32][CH3:33])=[CH:36][CH:37]=3)(=[O:43])=[O:42])=[C:6](/[CH:5]=[CH:4]/[C:3]([OH:29])=[O:2])[CH:11]=2)=[CH:14][CH:15]=1)(=[O:27])[C:21]1[CH:22]=[CH:23][CH:24]=[CH:25][CH:26]=1, predict the reactants needed to synthesize it. The reactants are: C[O:2][C:3](=[O:29])/[CH:4]=[CH:5]/[C:6]1[CH:11]=[C:10]([O:12][C:13]2[CH:18]=[CH:17][C:16]([NH:19][C:20](=[O:27])[C:21]3[CH:26]=[CH:25][CH:24]=[CH:23][CH:22]=3)=[CH:15][CH:14]=2)[CH:9]=[CH:8][C:7]=1[NH2:28].[CH2:30]([O:34][C:35]1[CH:40]=[CH:39][C:38]([S:41](Cl)(=[O:43])=[O:42])=[CH:37][CH:36]=1)[CH2:31][CH2:32][CH3:33]. (5) The reactants are: [CH3:1][NH:2][CH2:3][CH2:4][C@H:5]([O:11][C:12]1[CH:13]=[CH:14][CH:15]=[C:16]2[CH:21]=[CH:20][CH:19]=[CH:18][C:17]=12)[C:6]1[S:10][CH:9]=[CH:8][CH:7]=1.[C:22]([OH:29])(=[O:28])/[CH:23]=[CH:24]/[C:25]([OH:27])=[O:26]. Given the product [C:22]([OH:29])(=[O:28])/[CH:23]=[CH:24]/[C:25]([OH:27])=[O:26].[CH3:1][NH:2][CH2:3][CH2:4][CH:5]([O:11][C:12]1[C:17]2[C:16](=[CH:21][CH:20]=[CH:19][CH:18]=2)[CH:15]=[CH:14][CH:13]=1)[C:6]1[S:10][CH:9]=[CH:8][CH:7]=1, predict the reactants needed to synthesize it. (6) The reactants are: [CH2:1]([C:3]1[CH:8]=[CH:7][C:6]([CH:9]2[CH2:14][N:13]([C:15]([N:17]3[CH2:22][CH2:21][CH:20]([C:23]#[N:24])[CH2:19][CH2:18]3)=[O:16])[CH2:12][CH:11]([C:25](O)=[O:26])[CH2:10]2)=[CH:5][CH:4]=1)[CH3:2].[F:28][C:29]1[CH:34]=[CH:33][CH:32]=[C:31]([F:35])[C:30]=1[C:36](=[N:38]O)[NH2:37]. Given the product [F:28][C:29]1[CH:34]=[CH:33][CH:32]=[C:31]([F:35])[C:30]=1[C:36]1[N:38]=[C:25]([CH:11]2[CH2:10][CH:9]([C:6]3[CH:7]=[CH:8][C:3]([CH2:1][CH3:2])=[CH:4][CH:5]=3)[CH2:14][N:13]([C:15]([N:17]3[CH2:22][CH2:21][CH:20]([C:23]#[N:24])[CH2:19][CH2:18]3)=[O:16])[CH2:12]2)[O:26][N:37]=1, predict the reactants needed to synthesize it. (7) Given the product [Cl:1][C:2]1[N:10]=[C:9]([C:11]#[CH:12])[N:8]=[C:7]2[C:3]=1[N:4]=[CH:5][N:6]2[CH:17]1[CH2:22][CH2:21][CH2:20][CH2:19][O:18]1, predict the reactants needed to synthesize it. The reactants are: [Cl:1][C:2]1[N:10]=[C:9]([C:11]#[C:12]C(C)(O)C)[N:8]=[C:7]2[C:3]=1[N:4]=[CH:5][N:6]2[CH:17]1[CH2:22][CH2:21][CH2:20][CH2:19][O:18]1.[OH-].[K+].